From a dataset of Catalyst prediction with 721,799 reactions and 888 catalyst types from USPTO. Predict which catalyst facilitates the given reaction. (1) Reactant: [I:1]C[CH2:3][C:4]1[CH:9]=[C:8]([CH3:10])[CH:7]=[C:6]([CH3:11])[CH:5]=1.C1([P:18](C2C=CC=CC=2)C2C=CC=CC=2)C=CC=CC=1. Product: [I-:1].[CH3:10][C:8]1[CH:9]=[C:4]([CH:5]=[C:6]([CH3:11])[CH:7]=1)[CH2:3][PH3+:18]. The catalyst class is: 23. (2) Reactant: [CH3:1][C:2]1[C:6]([CH2:7][N:8]2[C:16]3[C:11](=[CH:12][CH:13]=[CH:14][CH:15]=3)[C:10]([C:17](OC)=O)=[N:9]2)=[C:5]([CH3:21])[O:4][N:3]=1.Cl.Cl.[C:24](=[NH:30])([NH2:29])[CH2:25][C:26](=[NH:28])[NH2:27].C[O-].[Na+]. Product: [CH3:1][C:2]1[C:6]([CH2:7][N:8]2[C:16]3[C:11](=[CH:12][CH:13]=[CH:14][CH:15]=3)[C:10]([C:17]3[N:29]=[C:24]([NH2:30])[CH:25]=[C:26]([NH2:28])[N:27]=3)=[N:9]2)=[C:5]([CH3:21])[O:4][N:3]=1. The catalyst class is: 5. (3) Reactant: [CH:1]1(/[CH:7]=[CH:8]/[CH2:9][C:10]([CH3:27])([C:21]2[CH:26]=[CH:25][CH:24]=[CH:23][CH:22]=2)[C:11]([O:13]CC2C=CC=CC=2)=[O:12])[CH2:6][CH2:5][CH2:4][CH2:3][CH2:2]1. Product: [CH:1]1([CH2:7][CH2:8][CH2:9][C:10]([CH3:27])([C:21]2[CH:22]=[CH:23][CH:24]=[CH:25][CH:26]=2)[C:11]([OH:13])=[O:12])[CH2:2][CH2:3][CH2:4][CH2:5][CH2:6]1. The catalyst class is: 78. (4) Reactant: [F:1][C:2]([F:19])([F:18])[C:3]1[CH:8]=[CH:7][C:6]([O:9][C:10]2[CH:17]=[CH:16][C:13]([CH:14]=O)=[CH:12][CH:11]=2)=[CH:5][CH:4]=1.[H-].[Na+].[CH2:22]1COCC1. Product: [CH:14]([C:13]1[CH:16]=[CH:17][C:10]([O:9][C:6]2[CH:7]=[CH:8][C:3]([C:2]([F:19])([F:18])[F:1])=[CH:4][CH:5]=2)=[CH:11][CH:12]=1)=[CH2:22]. The catalyst class is: 629.